Dataset: Reaction yield outcomes from USPTO patents with 853,638 reactions. Task: Predict the reaction yield, written as a fraction of the theoretical maximum amount of product (1.0 means a 100% yield; for example, 0.34 means a 34% yield). (1) The reactants are [Br:1][C:2]1[CH:3]=[CH:4][C:5]([OH:11])=[C:6]([C:8](=[O:10])[CH3:9])[CH:7]=1.[CH3:12][CH:13]1[CH2:18][CH:17]([CH3:19])[CH2:16][C:15](=O)[CH2:14]1.N1CCCC1. The catalyst is CO. The product is [Br:1][C:2]1[CH:7]=[C:6]2[C:5](=[CH:4][CH:3]=1)[O:11][C:15]1([CH2:16][CH:17]([CH3:19])[CH2:18][CH:13]([CH3:12])[CH2:14]1)[CH2:9][C:8]2=[O:10]. The yield is 1.00. (2) The reactants are [Cl:1][C:2]1[N:7]=[C:6](Cl)[CH:5]=[CH:4][N:3]=1.[NH2:9][C:10]1[CH:11]=[CH:12][C:13]([F:18])=[C:14]([CH:17]=1)[C:15]#[N:16]. The catalyst is CC(O)C.CCN(C(C)C)C(C)C. The product is [Cl:1][C:2]1[N:7]=[C:6]([NH:9][C:10]2[CH:11]=[CH:12][C:13]([F:18])=[C:14]([CH:17]=2)[C:15]#[N:16])[CH:5]=[CH:4][N:3]=1. The yield is 0.0600. (3) The reactants are I[CH2:2][C@@H:3]([CH3:17])[CH2:4][N:5]1[C:10]2[CH:11]=[C:12]([CH3:15])[CH:13]=[CH:14][C:9]=2[O:8][CH2:7][C:6]1=[O:16].CCN(CC)CC.[CH:25](=[C:29]1[CH2:34][CH2:33][NH:32][CH2:31][CH2:30]1)[CH2:26][CH2:27][CH3:28]. The catalyst is C(Cl)Cl.CC(C)=O.CO. The product is [CH:25](=[C:29]1[CH2:34][CH2:33][N:32]([CH2:2][C@@H:3]([CH3:17])[CH2:4][N:5]2[C:10]3[CH:11]=[C:12]([CH3:15])[CH:13]=[CH:14][C:9]=3[O:8][CH2:7][C:6]2=[O:16])[CH2:31][CH2:30]1)[CH2:26][CH2:27][CH3:28]. The yield is 0.580.